This data is from CYP2C19 inhibition data for predicting drug metabolism from PubChem BioAssay. The task is: Regression/Classification. Given a drug SMILES string, predict its absorption, distribution, metabolism, or excretion properties. Task type varies by dataset: regression for continuous measurements (e.g., permeability, clearance, half-life) or binary classification for categorical outcomes (e.g., BBB penetration, CYP inhibition). Dataset: cyp2c19_veith. (1) The drug is CCCCn1c(SCC(=O)N2CCCC2)nc2c1c(=O)n(C)c(=O)n2C. The result is 0 (non-inhibitor). (2) The molecule is C[C@H]1C[C@H]2[C@H]3CCC4=CC(=O)C=C[C@@]4(C)[C@]3(F)[C@H](O)C[C@]2(C)[C@@]1(O)C(=O)COP(=O)(O)O. The result is 0 (non-inhibitor). (3) The molecule is COc1ccc(OCCn2c(C)c(/C=N/n3cnnc3)c3ccccc32)cc1. The result is 1 (inhibitor). (4) The compound is COc1ccc(-c2nc(CS(=O)(=O)CC(=O)NCCc3cc(OC)ccc3OC)c(C)o2)cc1. The result is 1 (inhibitor). (5) The drug is CC(=O)c1c(C)[nH]c(C(=O)OCC(=O)N(C)C)c1C. The result is 0 (non-inhibitor). (6) The molecule is CNc1c2c(nn1C)CCCC2. The result is 0 (non-inhibitor).